Task: Regression. Given two drug SMILES strings and cell line genomic features, predict the synergy score measuring deviation from expected non-interaction effect.. Dataset: NCI-60 drug combinations with 297,098 pairs across 59 cell lines Drug 1: C1=NC(=NC(=O)N1C2C(C(C(O2)CO)O)O)N. Drug 2: CNC(=O)C1=NC=CC(=C1)OC2=CC=C(C=C2)NC(=O)NC3=CC(=C(C=C3)Cl)C(F)(F)F. Cell line: OVCAR3. Synergy scores: CSS=9.67, Synergy_ZIP=-3.38, Synergy_Bliss=-1.80, Synergy_Loewe=-8.73, Synergy_HSA=-5.10.